From a dataset of Catalyst prediction with 721,799 reactions and 888 catalyst types from USPTO. Predict which catalyst facilitates the given reaction. (1) Reactant: [CH2:1]([N:5]([CH2:32][CH:33]([CH3:35])[CH3:34])[C:6]1[CH:11]=[CH:10][C:9]([C:12]2[C:13]([C:18]([OH:20])=O)=[CH:14][CH:15]=[CH:16][CH:17]=2)=[CH:8][C:7]=1[NH:21][C:22]([NH:24][C:25]1[CH:30]=[CH:29][C:28]([CH3:31])=[CH:27][CH:26]=1)=[O:23])[CH:2]([CH3:4])[CH3:3].C(Cl)CCl.[CH3:40][S:41]([NH2:44])(=[O:43])=[O:42]. Product: [CH2:32]([N:5]([CH2:1][CH:2]([CH3:3])[CH3:4])[C:6]1[CH:11]=[CH:10][C:9]([C:12]2[C:13]([C:18]([NH:44][S:41]([CH3:40])(=[O:43])=[O:42])=[O:20])=[CH:14][CH:15]=[CH:16][CH:17]=2)=[CH:8][C:7]=1[NH:21][C:22]([NH:24][C:25]1[CH:26]=[CH:27][C:28]([CH3:31])=[CH:29][CH:30]=1)=[O:23])[CH:33]([CH3:35])[CH3:34]. The catalyst class is: 239. (2) Reactant: [CH3:1][O:2][C:3]1[CH:4]=[C:5]2[C:10](=[CH:11][C:12]=1[O:13][CH2:14][C@@H:15]1[CH2:17][O:16]1)[N:9]=[CH:8][N:7]=[C:6]2[O:18][C:19]1[CH:20]=[C:21]2[C:25](=[CH:26][CH:27]=1)[NH:24][C:23]([CH3:28])=[CH:22]2.[CH:29]([NH2:32])([CH3:31])[CH3:30]. The catalyst class is: 1. Product: [OH:16][C@@H:15]([CH2:17][NH:32][CH:29]([CH3:31])[CH3:30])[CH2:14][O:13][C:12]1[CH:11]=[C:10]2[C:5]([C:6]([O:18][C:19]3[CH:20]=[C:21]4[C:25](=[CH:26][CH:27]=3)[NH:24][C:23]([CH3:28])=[CH:22]4)=[N:7][CH:8]=[N:9]2)=[CH:4][C:3]=1[O:2][CH3:1]. (3) Reactant: [CH3:1][O:2][C:3](=[O:16])[C:4]1[CH:9]=[CH:8][C:7]([O:10][CH3:11])=[C:6]([C:12](=[O:15])[CH2:13]Br)[CH:5]=1.C(=O)([O-])[O-].[K+].[K+].[CH:23]1[C:28]([OH:29])=[CH:27][CH:26]=[CH:25][C:24]=1[CH3:30]. Product: [CH3:1][O:2][C:3](=[O:16])[C:4]1[CH:9]=[CH:8][C:7]([O:10][CH3:11])=[C:6]([C:12](=[O:15])[CH2:13][O:29][C:28]2[CH:23]=[C:24]([CH3:30])[CH:25]=[CH:26][CH:27]=2)[CH:5]=1. The catalyst class is: 3. (4) Product: [C:1]([C:3]1[CH:8]=[CH:7][C:6]([N:9]2[C:13](=[O:14])[C:12]([CH3:16])([CH3:15])[N:11]([C:17]3[CH:22]=[CH:21][C:20]([CH2:23][CH2:24][CH2:25][C:26]([NH:28][CH2:29][CH2:30][O:31][CH2:32][CH2:33][O:34][CH2:35][C:36]([NH:78][C@@H:79]([C:104]([CH3:107])([CH3:106])[CH3:105])[C:80]([N:82]4[CH2:86][C@H:85]([OH:87])[CH2:84][C@H:83]4[C:88]([NH:90][CH2:91][C:92]4[CH:97]=[CH:96][C:95]([C:98]5[S:102][CH:101]=[N:100][C:99]=5[CH3:103])=[CH:94][CH:93]=4)=[O:89])=[O:81])=[O:37])=[O:27])=[CH:19][CH:18]=3)[C:10]2=[S:39])=[CH:5][C:4]=1[C:40]([F:41])([F:43])[F:42])#[N:2]. Reactant: [C:1]([C:3]1[CH:8]=[CH:7][C:6]([N:9]2[C:13](=[O:14])[C:12]([CH3:16])([CH3:15])[N:11]([C:17]3[CH:22]=[CH:21][C:20]([CH2:23][CH2:24][CH2:25][C:26]([NH:28][CH2:29][CH2:30][O:31][CH2:32][CH2:33][O:34][CH2:35][C:36](O)=[O:37])=[O:27])=[CH:19][CH:18]=3)[C:10]2=[S:39])=[CH:5][C:4]=1[C:40]([F:43])([F:42])[F:41])#[N:2].CN(C(ON1N=NC2C=CC=NC1=2)=[N+](C)C)C.F[P-](F)(F)(F)(F)F.CCN(C(C)C)C(C)C.Cl.[NH2:78][C@@H:79]([C:104]([CH3:107])([CH3:106])[CH3:105])[C:80]([N:82]1[CH2:86][C@H:85]([OH:87])[CH2:84][C@H:83]1[C:88]([NH:90][CH2:91][C:92]1[CH:97]=[CH:96][C:95]([C:98]2[S:102][CH:101]=[N:100][C:99]=2[CH3:103])=[CH:94][CH:93]=1)=[O:89])=[O:81]. The catalyst class is: 9.